This data is from Peptide-MHC class I binding affinity with 185,985 pairs from IEDB/IMGT. The task is: Regression. Given a peptide amino acid sequence and an MHC pseudo amino acid sequence, predict their binding affinity value. This is MHC class I binding data. (1) The peptide sequence is IPFPKTFGW. The MHC is Mamu-B17 with pseudo-sequence Mamu-B17. The binding affinity (normalized) is 0.843. (2) The peptide sequence is YGSWFGLIY. The MHC is HLA-A02:12 with pseudo-sequence HLA-A02:12. The binding affinity (normalized) is 0.0847. (3) The peptide sequence is SQHNYRPGY. The MHC is HLA-B15:01 with pseudo-sequence HLA-B15:01. The binding affinity (normalized) is 0.728. (4) The peptide sequence is SMYSTVATS. The MHC is HLA-A68:02 with pseudo-sequence HLA-A68:02. The binding affinity (normalized) is 0.0206. (5) The peptide sequence is LVLNMVYSI. The MHC is HLA-A02:01 with pseudo-sequence HLA-A02:01. The binding affinity (normalized) is 0.580.